From a dataset of Catalyst prediction with 721,799 reactions and 888 catalyst types from USPTO. Predict which catalyst facilitates the given reaction. (1) Reactant: B(F)(F)F.[CH3:5][CH2:6][O:7][CH2:8][CH3:9].[F:10][C:11]1[CH:16]=[C:15]([F:17])[CH:14]=[CH:13][C:12]=1I.[CH2:19]([Li])[CH2:20][CH2:21][CH3:22].[Cl-].[NH4+:25].[C:26]([O:29]CC)(=O)[CH3:27]. Product: [F:10][C:11]1[CH:16]=[C:15]([F:17])[CH:14]=[CH:13][C:12]=1[C:9]12[CH2:8][O:7][CH:6]([C@@H:20]3[CH2:19][C@H:21]3[CH3:22])[CH2:5][CH:27]1[CH2:26][O:29][NH:25]2. The catalyst class is: 11. (2) Reactant: OC1C=C(N2C(=O)C3C(=CC=CC=3C)N=C2C(NC2N=CN=C3C=2N=CN3[CH2:32][O:33][CH2:34][CH2:35][Si](C)(C)C)C)C=CC=1.Cl.[OH:41][C:42]1[CH:43]=[C:44]([N:48]2[C:57](=[O:58])[C:56]3[C:51](=[CH:52][CH:53]=[CH:54][C:55]=3[CH3:59])[N:50]=[C:49]2[CH:60]([NH:62][C:63]2[N:71]=[CH:70][N:69]=[C:68]3[C:64]=2[N:65]=[CH:66][NH:67]3)[CH3:61])[CH:45]=[CH:46][CH:47]=1. Product: [CH3:32][O:33][CH2:34][CH2:35][O:41][C:42]1[CH:43]=[C:44]([N:48]2[C:57](=[O:58])[C:56]3[C:51](=[CH:52][CH:53]=[CH:54][C:55]=3[CH3:59])[N:50]=[C:49]2[CH:60]([NH:62][C:63]2[N:71]=[CH:70][N:69]=[C:68]3[C:64]=2[N:65]=[CH:66][NH:67]3)[CH3:61])[CH:45]=[CH:46][CH:47]=1. The catalyst class is: 5. (3) Reactant: CC(C)([O-])C.[Na+].C1(P(C2C=CC=CC=2)C2C=CC3C(=CC=CC=3)C=2C2C3C(=CC=CC=3)C=CC=2P(C2C=CC=CC=2)C2C=CC=CC=2)C=CC=CC=1.[CH2:53]([NH2:60])[C:54]1[CH:59]=[CH:58][CH:57]=[CH:56][CH:55]=1.Br[C:62]1[CH:63]=[C:64]([CH2:69][CH:70]([CH:78]2[CH2:81][CH2:80][CH2:79]2)[C:71]([O:73][C:74]([CH3:77])([CH3:76])[CH3:75])=[O:72])[CH:65]=[CH:66][C:67]=1[Cl:68]. Product: [CH2:53]([NH:60][C:66]1[CH:65]=[C:64]([CH2:69][CH:70]([CH:78]2[CH2:79][CH2:80][CH2:81]2)[C:71]([O:73][C:74]([CH3:77])([CH3:76])[CH3:75])=[O:72])[CH:63]=[CH:62][C:67]=1[Cl:68])[C:54]1[CH:59]=[CH:58][CH:57]=[CH:56][CH:55]=1. The catalyst class is: 11. (4) Reactant: [CH2:1]1[C:13]2[NH:12][C:11]3[C:6](=[CH:7][CH:8]=[CH:9][CH:10]=3)[C:5]=2[CH2:4][CH2:3][NH:2]1.[CH:14](=O)[CH2:15][CH3:16].C(O)(=O)C.C(O[BH-](OC(=O)C)OC(=O)C)(=O)C.[Na+]. Product: [CH2:14]([N:2]1[CH2:3][CH2:4][C:5]2[C:6]3[C:11](=[CH:10][CH:9]=[CH:8][CH:7]=3)[NH:12][C:13]=2[CH2:1]1)[CH2:15][CH3:16]. The catalyst class is: 1. (5) Reactant: [C:1]([O:5][C:6]([NH:8][C@@H:9]1[CH:14]=[C:13]([C:15]2[CH:20]=[CH:19][N:18]=[CH:17][C:16]=2[N+:21]([O-])=O)[CH2:12][C@H:11]([CH3:24])[C@H:10]1[O:25][CH2:26][CH2:27][C:28]([O:30][CH3:31])=[O:29])=[O:7])([CH3:4])([CH3:3])[CH3:2]. Product: [NH2:21][C:16]1[CH:17]=[N:18][CH:19]=[CH:20][C:15]=1[C@@H:13]1[CH2:12][C@H:11]([CH3:24])[C@@H:10]([O:25][CH2:26][CH2:27][C:28]([O:30][CH3:31])=[O:29])[C@H:9]([NH:8][C:6]([O:5][C:1]([CH3:2])([CH3:4])[CH3:3])=[O:7])[CH2:14]1. The catalyst class is: 50.